The task is: Predict the reactants needed to synthesize the given product.. This data is from Full USPTO retrosynthesis dataset with 1.9M reactions from patents (1976-2016). (1) Given the product [CH3:1][O:2][C:3]([C@@H:5]([N:13]1[CH2:21][C:17]2[CH:18]=[CH:19][S:20][C:16]=2[CH2:15][CH2:14]1)[C:6]1[CH:7]=[CH:8][CH:9]=[CH:10][C:11]=1[Cl:12])=[O:4].[S:23]([O-:26])(=[O:25])(=[O:24])[CH3:22], predict the reactants needed to synthesize it. The reactants are: [CH3:1][O:2][C:3]([C@@H:5]([N:13]1[CH2:21][C:17]2[CH:18]=[CH:19][S:20][C:16]=2[CH2:15][CH2:14]1)[C:6]1[CH:7]=[CH:8][CH:9]=[CH:10][C:11]=1[Cl:12])=[O:4].[CH3:22][S:23]([OH:26])(=[O:25])=[O:24]. (2) Given the product [C:4]([NH:1][C:2]([NH:8][C@H:9]([C:30]1[CH:31]=[CH:32][CH:33]=[CH:34][CH:35]=1)[CH2:10][CH2:11][N:12]1[CH2:17][CH2:16][CH:15]([C:18]2[CH:19]=[C:20]([NH:24][C:25](=[O:29])[CH:26]([CH3:28])[CH3:27])[CH:21]=[CH:22][CH:23]=2)[CH2:14][CH2:13]1)=[S:3])([CH3:7])([CH3:6])[CH3:5], predict the reactants needed to synthesize it. The reactants are: [N:1]([C:4]([CH3:7])([CH3:6])[CH3:5])=[C:2]=[S:3].[NH2:8][C@H:9]([C:30]1[CH:35]=[CH:34][CH:33]=[CH:32][CH:31]=1)[CH2:10][CH2:11][N:12]1[CH2:17][CH2:16][CH:15]([C:18]2[CH:19]=[C:20]([NH:24][C:25](=[O:29])[CH:26]([CH3:28])[CH3:27])[CH:21]=[CH:22][CH:23]=2)[CH2:14][CH2:13]1. (3) Given the product [F:1][C:2]1[CH:8]=[CH:7][C:5]([NH:6][CH2:9][CH:10]([CH3:12])[CH3:11])=[CH:4][CH:3]=1, predict the reactants needed to synthesize it. The reactants are: [F:1][C:2]1[CH:8]=[CH:7][C:5]([NH2:6])=[CH:4][CH:3]=1.[CH:9](=O)[CH:10]([CH3:12])[CH3:11].C(O[BH-](OC(=O)C)OC(=O)C)(=O)C.[Na+]. (4) Given the product [Cl:39][C:40]1[CH:41]=[C:42]([CH:65]=[CH:66][C:67]=1[Cl:68])[CH2:43][N:44]([CH3:64])[C:45]([C:47]1[CH2:51][N:25]([CH2:26][CH2:27][NH:28][C:29](=[O:38])[CH2:30][CH2:31][N:32]2[CH2:33][CH2:34][O:35][CH2:36][CH2:37]2)[C:49](=[O:62])[C:48]=1[OH:63])=[O:46], predict the reactants needed to synthesize it. The reactants are: ClC1C=C(C=CC=1Cl)CN(C)C(=O)C=C1C(=O)OC(C)(C)O1.C=O.[NH2:25][CH2:26][CH2:27][NH:28][C:29](=[O:38])[CH2:30][CH2:31][N:32]1[CH2:37][CH2:36][O:35][CH2:34][CH2:33]1.[Cl:39][C:40]1[CH:41]=[C:42]([CH:65]=[CH:66][C:67]=1[Cl:68])[CH2:43][N:44]([CH3:64])[C:45]([C:47]1[CH2:51]N(CCC(NCCC(O)=O)=O)[C:49](=[O:62])[C:48]=1[OH:63])=[O:46]. (5) Given the product [OH:27][CH2:26][C@@H:8]([NH:7][C:2]([NH:1][CH:4]([CH3:6])[CH3:5])=[O:3])[CH2:9][C:10]1[CH:11]=[C:12]([I:25])[C:13]([O:14][C:15]2[CH:16]=[CH:17][C:18]([OH:21])=[CH:19][CH:20]=2)=[C:22]([I:24])[CH:23]=1, predict the reactants needed to synthesize it. The reactants are: [N:1]([CH:4]([CH3:6])[CH3:5])=[C:2]=[O:3].[NH2:7][C@H:8]([CH2:26][OH:27])[CH2:9][C:10]1[CH:23]=[C:22]([I:24])[C:13]([O:14][C:15]2[CH:20]=[CH:19][C:18]([OH:21])=[CH:17][CH:16]=2)=[C:12]([I:25])[CH:11]=1.CN(C=O)C.O. (6) Given the product [OH:3][CH2:4][CH2:5][O:6][NH:7][C:8]([C:10]1[N:18]([CH:19]2[CH2:21][CH2:20]2)[C:17]2[CH:16]=[CH:15][N:14]=[CH:13][C:12]=2[C:11]=1[NH:22][C:23]1[CH:28]=[CH:27][C:26]([I:29])=[CH:25][C:24]=1[F:30])=[O:9], predict the reactants needed to synthesize it. The reactants are: C([O:3][CH2:4][CH2:5][O:6][NH:7][C:8]([C:10]1[N:18]([CH:19]2[CH2:21][CH2:20]2)[C:17]2[CH:16]=[CH:15][N:14]=[CH:13][C:12]=2[C:11]=1[NH:22][C:23]1[CH:28]=[CH:27][C:26]([I:29])=[CH:25][C:24]=1[F:30])=[O:9])=C.Cl.O1CCOCC1. (7) Given the product [CH3:23][C:21]1[CH:20]=[CH:19][N:18]=[C:17]([N:13]2[CH2:14][CH2:15][N:10]([C:7]3[CH:6]=[CH:5][C:4]([N+:1]([O-:3])=[O:2])=[CH:9][CH:8]=3)[CH2:11][CH2:12]2)[CH:22]=1, predict the reactants needed to synthesize it. The reactants are: [N+:1]([C:4]1[CH:9]=[CH:8][C:7]([N:10]2[CH2:15][CH2:14][NH:13][CH2:12][CH2:11]2)=[CH:6][CH:5]=1)([O-:3])=[O:2].Cl[C:17]1[CH:22]=[C:21]([CH3:23])[CH:20]=[CH:19][N:18]=1. (8) Given the product [Cl:1][C:2]1[CH:3]=[C:4]([C:5]([NH:39][S:36]([CH3:35])(=[O:38])=[O:37])=[O:7])[CH:8]=[CH:9][C:10]=1[C:11]1[N:12]=[CH:13][C:14]([NH:17][C:18]([C:20]2[N:21]=[C:22]([C:29]3[CH:34]=[CH:33][CH:32]=[CH:31][CH:30]=3)[O:23][C:24]=2[C:25]([F:27])([F:28])[F:26])=[O:19])=[CH:15][CH:16]=1, predict the reactants needed to synthesize it. The reactants are: [Cl:1][C:2]1[CH:3]=[C:4]([CH:8]=[CH:9][C:10]=1[C:11]1[CH:16]=[CH:15][C:14]([NH:17][C:18]([C:20]2[N:21]=[C:22]([C:29]3[CH:34]=[CH:33][CH:32]=[CH:31][CH:30]=3)[O:23][C:24]=2[C:25]([F:28])([F:27])[F:26])=[O:19])=[CH:13][N:12]=1)[C:5]([OH:7])=O.[CH3:35][S:36]([NH2:39])(=[O:38])=[O:37].Cl.C(N=C=NCCCN(C)C)C. (9) The reactants are: BrC1C=CC(F)=C(C2(C)CC3(CCOCC3)OC(N)=N2)C=1.BrC1C=C(C(=O)CC2(O)CCOCC2)[S:26]C=1.[Br:38][C:39]1[CH:40]=[C:41]([C:44]2([CH3:56])[CH2:49][C:48]3([CH2:54][CH2:53][O:52][CH2:51][CH2:50]3)O[C:46]([NH2:55])=[N:45]2)[S:42][CH:43]=1. Given the product [Br:38][C:39]1[CH:40]=[C:41]([C:44]2([CH3:56])[CH2:49][C:48]3([CH2:54][CH2:53][O:52][CH2:51][CH2:50]3)[S:26][C:46]([NH2:55])=[N:45]2)[S:42][CH:43]=1, predict the reactants needed to synthesize it. (10) Given the product [Cl:19][C:20]1[CH:25]=[C:24]2[C:23](=[CH:22][CH:21]=1)[N:26]([CH2:28][CH2:29][CH:30]1[CH2:34][CH2:33][CH2:32][CH2:31]1)[C:63]1[CH2:62][N:53]([CH3:54])[CH2:57][CH2:58][C:59]2=1, predict the reactants needed to synthesize it. The reactants are: Cl.ClC1C=CC(NN)=CC=1.BrCCC1CCCC1.[Cl:19][C:20]1[CH:25]=[CH:24][C:23]([N:26]([CH2:28][CH2:29][CH:30]2[CH2:34][CH2:33][CH2:32][CH2:31]2)N)=[CH:22][CH:21]=1.C(OC(OCC)CCCNC)C.ClC1C=C2[C:54](=CC=1)[N:53]([CH2:57][CH2:58][CH:59]1[CH2:63][CH2:62]CC1)C=C2CCNC.C=O.C(O)(C(F)(F)F)=O.